This data is from Reaction yield outcomes from USPTO patents with 853,638 reactions. The task is: Predict the reaction yield, written as a fraction of the theoretical maximum amount of product (1.0 means a 100% yield; for example, 0.34 means a 34% yield). (1) The reactants are [C:1]([NH:5][C:6]([C:8]1[C:16]2[C:11](=[N:12][CH:13]=[C:14](Br)[N:15]=2)[N:10]([CH2:18][O:19][CH2:20][CH2:21][Si:22]([CH3:25])([CH3:24])[CH3:23])[CH:9]=1)=[O:7])([CH3:4])([CH3:3])[CH3:2].[F:26][CH:27]([F:51])[O:28][C:29]1[CH:30]=[C:31]2[C:35](=[CH:36][CH:37]=1)[NH:34][N:33]=[C:32]2[Sn](CCCC)(CCCC)CCCC. The product is [C:1]([NH:5][C:6]([C:8]1[C:16]2[C:11](=[N:12][CH:13]=[C:14]([C:32]3[C:31]4[C:35](=[CH:36][CH:37]=[C:29]([O:28][CH:27]([F:26])[F:51])[CH:30]=4)[NH:34][N:33]=3)[N:15]=2)[N:10]([CH2:18][O:19][CH2:20][CH2:21][Si:22]([CH3:25])([CH3:24])[CH3:23])[CH:9]=1)=[O:7])([CH3:4])([CH3:3])[CH3:2]. The yield is 0.640. The catalyst is CN(C=O)C.C1C=CC([P]([Pd]([P](C2C=CC=CC=2)(C2C=CC=CC=2)C2C=CC=CC=2)([P](C2C=CC=CC=2)(C2C=CC=CC=2)C2C=CC=CC=2)[P](C2C=CC=CC=2)(C2C=CC=CC=2)C2C=CC=CC=2)(C2C=CC=CC=2)C2C=CC=CC=2)=CC=1.[Cu]I. (2) The reactants are [Cl:1][C:2]1[CH:7]=[CH:6][C:5]([NH:8][C:9]2[N:14]=[C:13]([N:15]3[CH:19]=[CH:18][C:17]([C:20](O)=[O:21])=[N:16]3)[CH:12]=[CH:11][CH:10]=2)=[CH:4][CH:3]=1.B.O. The catalyst is O1CCCC1. The product is [Cl:1][C:2]1[CH:7]=[CH:6][C:5]([NH:8][C:9]2[N:14]=[C:13]([N:15]3[CH:19]=[CH:18][C:17]([CH2:20][OH:21])=[N:16]3)[CH:12]=[CH:11][CH:10]=2)=[CH:4][CH:3]=1. The yield is 0.220. (3) The catalyst is CN(C=O)C. The product is [NH2:1][C:2]1[C:7]2[N:8]=[C:9]([CH3:11])[O:10][C:6]=2[C:5]([Br:12])=[CH:4][CH:3]=1. The reactants are [NH2:1][C:2]1[C:7]2[N:8]=[C:9]([CH3:11])[O:10][C:6]=2[CH:5]=[CH:4][CH:3]=1.[Br:12]N1C(=O)CCC1=O. The yield is 0.560. (4) The reactants are I.[NH2:2][CH2:3][CH2:4][NH:5][C:6]1[C:7]([C:11]2[N:15]([C:16]3[CH:21]=[CH:20][CH:19]=[C:18]([C:22]([F:25])([F:24])[F:23])[CH:17]=3)C(=O)[O:13][N:12]=2)=[N:8][O:9][N:10]=1.Cl[S:28]([NH:31]C(=O)OC(C)(C)C)(=[O:30])=[O:29].C(N(CC)CC)C.FC(F)(F)C(O)=O.[OH-].[Na+].O.C(O)(=O)C. The catalyst is ClCCl. The product is [NH2:31][S:28]([NH:2][CH2:3][CH2:4][NH:5][C:6]1[C:7]([C:11](=[N:12][OH:13])[NH:15][C:16]2[CH:21]=[CH:20][CH:19]=[C:18]([C:22]([F:25])([F:24])[F:23])[CH:17]=2)=[N:8][O:9][N:10]=1)(=[O:30])=[O:29]. The yield is 0.390. (5) The reactants are [OH:1][C:2]1[C:7]([CH2:8][CH2:9][CH3:10])=[C:6]([OH:11])[CH:5]=[CH:4][C:3]=1[C:12](=[O:14])[CH3:13].[N+:15]([C:18]1[CH:25]=[CH:24][C:21]([CH2:22]Br)=[CH:20][CH:19]=1)([O-:17])=[O:16].C([O-])([O-])=O.[K+].[K+]. The catalyst is CC(C)=O. The product is [OH:1][C:2]1[C:7]([CH2:8][CH2:9][CH3:10])=[C:6]([O:11][CH2:22][C:21]2[CH:24]=[CH:25][C:18]([N+:15]([O-:17])=[O:16])=[CH:19][CH:20]=2)[CH:5]=[CH:4][C:3]=1[C:12](=[O:14])[CH3:13]. The yield is 0.940. (6) The reactants are [O:1]1[CH:5]=[CH:4][CH:3]=[C:2]1[C:6]1[CH:7]=[C:8]([O:16][CH3:17])[C:9]([O:14][CH3:15])=[C:10]([CH:13]=1)[C:11]#[N:12].CON(C)[C:21](=[O:37])[CH:22]([O:35][CH3:36])[C:23]1[CH:28]=[CH:27][C:26]([C:29]2[O:30][C:31]([CH3:34])=[N:32][N:33]=2)=[CH:25][CH:24]=1. No catalyst specified. The product is [CH3:15][O:14][C:9]1[C:8]([O:16][CH3:17])=[CH:7][C:6]([C:2]2[O:1][C:5]([C:21](=[O:37])[CH:22]([O:35][CH3:36])[C:23]3[CH:24]=[CH:25][C:26]([C:29]4[O:30][C:31]([CH3:34])=[N:32][N:33]=4)=[CH:27][CH:28]=3)=[CH:4][CH:3]=2)=[CH:13][C:10]=1[C:11]#[N:12]. The yield is 0.130.